From a dataset of Catalyst prediction with 721,799 reactions and 888 catalyst types from USPTO. Predict which catalyst facilitates the given reaction. (1) Reactant: [C:1]([O:6][C@@H:7]1[C@@H:15]([CH2:16][CH2:17][OH:18])[C:14](=[O:19])[O:13][CH2:12][C@H:11]([NH:20][C:21]([O:23][C:24]([CH3:27])([CH3:26])[CH3:25])=[O:22])[C:10](=[O:28])[O:9][C@H:8]1[CH3:29])(=[O:5])[CH:2]([CH3:4])[CH3:3].N1C=CC=CC=1.[CH3:36][S:37](Cl)(=[O:39])=[O:38]. Product: [C:1]([O:6][C@@H:7]1[C@@H:15]([CH2:16][CH2:17][O:18][S:37]([CH3:36])(=[O:39])=[O:38])[C:14](=[O:19])[O:13][CH2:12][C@H:11]([NH:20][C:21]([O:23][C:24]([CH3:26])([CH3:25])[CH3:27])=[O:22])[C:10](=[O:28])[O:9][C@H:8]1[CH3:29])(=[O:5])[CH:2]([CH3:4])[CH3:3]. The catalyst class is: 2. (2) Reactant: [CH3:1][C:2]1[CH:3]=[C:4]2[C:9](=[CH:10][CH:11]=1)[NH:8][C:7](=[O:12])[C:6]([C:13]#[N:14])=[C:5]2[N:15]1[CH2:20][CH2:19][N:18]([C:21]([C:23]2[S:24][CH:25]=[CH:26][CH:27]=2)=[O:22])[CH2:17][CH2:16]1.Cl[CH2:29][CH2:30][N:31]1[CH2:36][CH2:35][O:34][CH2:33][CH2:32]1.C(=O)([O-])[O-].[K+].[K+]. Product: [CH3:1][C:2]1[CH:3]=[C:4]2[C:9](=[CH:10][CH:11]=1)[N:8]([CH2:29][CH2:30][N:31]1[CH2:36][CH2:35][O:34][CH2:33][CH2:32]1)[C:7](=[O:12])[C:6]([C:13]#[N:14])=[C:5]2[N:15]1[CH2:16][CH2:17][N:18]([C:21]([C:23]2[S:24][CH:25]=[CH:26][CH:27]=2)=[O:22])[CH2:19][CH2:20]1. The catalyst class is: 3. (3) Product: [F:3][C:4]1[C:12]([N+:13]([O-:15])=[O:14])=[CH:11][CH:10]=[CH:9][C:5]=1[CH2:6][OH:7]. Reactant: [BH4-].[Na+].[F:3][C:4]1[C:12]([N+:13]([O-:15])=[O:14])=[CH:11][CH:10]=[CH:9][C:5]=1[C:6](O)=[O:7].II. The catalyst class is: 1. (4) Reactant: [NH2:1][CH2:2][C:3]1[N:11]=[C:10]2[C:6]([N:7]([CH2:21][C@H:22]3[CH2:27][CH2:26][C@H:25]([CH3:28])[CH2:24][CH2:23]3)[C:8]([C:12]3[CH:17]=[C:16]([CH:18]([CH3:20])[CH3:19])[CH:15]=[CH:14][N:13]=3)=[N:9]2)=[C:5]([NH:29][C@@H:30]([CH:32]2[CH2:35][CH2:34][CH2:33]2)[CH3:31])[N:4]=1.CCN(C(C)C)C(C)C.[CH3:45][S:46](Cl)(=[O:48])=[O:47]. Product: [CH:32]1([C@H:30]([NH:29][C:5]2[N:4]=[C:3]([CH2:2][NH:1][S:46]([CH3:45])(=[O:48])=[O:47])[N:11]=[C:10]3[C:6]=2[N:7]([CH2:21][C@H:22]2[CH2:27][CH2:26][C@H:25]([CH3:28])[CH2:24][CH2:23]2)[C:8]([C:12]2[CH:17]=[C:16]([CH:18]([CH3:19])[CH3:20])[CH:15]=[CH:14][N:13]=2)=[N:9]3)[CH3:31])[CH2:33][CH2:34][CH2:35]1. The catalyst class is: 2. (5) Reactant: [CH:1]1([C:4]2[O:16][C:7]3=[N:8][C:9]([C:12]([O:14]C)=[O:13])=[CH:10][CH:11]=[C:6]3[CH:5]=2)[CH2:3][CH2:2]1.CO.[OH-].[Na+].Cl. Product: [CH:1]1([C:4]2[O:16][C:7]3=[N:8][C:9]([C:12]([OH:14])=[O:13])=[CH:10][CH:11]=[C:6]3[CH:5]=2)[CH2:2][CH2:3]1. The catalyst class is: 1. (6) Reactant: [F:1][C:2]([F:39])([F:38])[C:3]1[CH:4]=[CH:5][C:6]([O:9][C:10]2[CH:11]=[C:12]([CH:16]=[C:17]3[CH2:22][CH2:21][CH:20]([NH:23][C:24]([C@@H:26]4[CH2:30][CH2:29][CH2:28][N:27]4C(OC(C)(C)C)=O)=[O:25])[CH2:19][CH2:18]3)[CH:13]=[CH:14][CH:15]=2)=[N:7][CH:8]=1.FC(F)(F)C(O)=O. Product: [F:39][C:2]([F:1])([F:38])[C:3]1[CH:4]=[CH:5][C:6]([O:9][C:10]2[CH:11]=[C:12]([CH:16]=[C:17]3[CH2:22][CH2:21][CH:20]([NH:23][C:24]([C@@H:26]4[CH2:30][CH2:29][CH2:28][NH:27]4)=[O:25])[CH2:19][CH2:18]3)[CH:13]=[CH:14][CH:15]=2)=[N:7][CH:8]=1. The catalyst class is: 2.